Task: Predict the product of the given reaction.. Dataset: Forward reaction prediction with 1.9M reactions from USPTO patents (1976-2016) Given the reactants F[C:2]1[CH:7]=[C:6]([C:8]2[CH:9]=[CH:10][C:11]3[N:12]([CH:14]=[C:15]([NH:17][C:18](=[O:20])[CH3:19])[N:16]=3)[N:13]=2)[CH:5]=[CH:4][N:3]=1.CN(C=O)C.[F:26][C:27]1[CH:32]=[CH:31][CH:30]=[CH:29][C:28]=1[SH:33].[H-].[Na+], predict the reaction product. The product is: [F:26][C:27]1[CH:32]=[CH:31][CH:30]=[CH:29][C:28]=1[S:33][C:2]1[CH:7]=[C:6]([C:8]2[CH:9]=[CH:10][C:11]3[N:12]([CH:14]=[C:15]([NH:17][C:18](=[O:20])[CH3:19])[N:16]=3)[N:13]=2)[CH:5]=[CH:4][N:3]=1.